From a dataset of Peptide-MHC class I binding affinity with 185,985 pairs from IEDB/IMGT. Regression. Given a peptide amino acid sequence and an MHC pseudo amino acid sequence, predict their binding affinity value. This is MHC class I binding data. (1) The peptide sequence is RYQVVECKEV. The MHC is HLA-A23:01 with pseudo-sequence HLA-A23:01. The binding affinity (normalized) is 0. (2) The peptide sequence is WLAGFEPSE. The MHC is HLA-B51:01 with pseudo-sequence HLA-B51:01. The binding affinity (normalized) is 0.0847. (3) The peptide sequence is VSHFYFGAY. The MHC is HLA-A30:02 with pseudo-sequence HLA-A30:02. The binding affinity (normalized) is 1.00. (4) The binding affinity (normalized) is 0.0847. The peptide sequence is LPAEVRAAF. The MHC is HLA-A11:01 with pseudo-sequence HLA-A11:01. (5) The peptide sequence is DFPIFNQRY. The MHC is HLA-A26:01 with pseudo-sequence HLA-A26:01. The binding affinity (normalized) is 0.237. (6) The peptide sequence is FYLPNIVDY. The MHC is HLA-A68:02 with pseudo-sequence HLA-A68:02. The binding affinity (normalized) is 0.0847. (7) The peptide sequence is RKIYDLIEL. The MHC is HLA-A01:01 with pseudo-sequence HLA-A01:01. The binding affinity (normalized) is 0.